Dataset: Forward reaction prediction with 1.9M reactions from USPTO patents (1976-2016). Task: Predict the product of the given reaction. (1) Given the reactants [F-].C([N+](CCCC)(CCCC)CCCC)CCC.[Si]([O:26][C:27]1[CH:32]=[CH:31][C:30](/[C:33](/[C:40]2[N:45]=[C:44]([O:46][CH3:47])[C:43]([CH2:48][CH3:49])=[CH:42][CH:41]=2)=[CH:34]\[CH:35]2[CH2:39][CH2:38][CH2:37][CH2:36]2)=[CH:29][C:28]=1[Cl:50])(C(C)(C)C)(C)C.O.Cl, predict the reaction product. The product is: [Cl:50][C:28]1[CH:29]=[C:30](/[C:33](/[C:40]2[CH:41]=[CH:42][C:43]([CH2:48][CH3:49])=[C:44]([O:46][CH3:47])[N:45]=2)=[CH:34]\[CH:35]2[CH2:36][CH2:37][CH2:38][CH2:39]2)[CH:31]=[CH:32][C:27]=1[OH:26]. (2) Given the reactants [OH:1][N:2]1[C:11](=[O:12])[CH:10]2[CH:5]([CH:6]3[CH2:13][CH:9]2[CH:8]=[CH:7]3)[C:3]1=[O:4].Cl[CH2:15][CH2:16][S:17](Cl)(=[O:19])=[O:18].C(N(CC)CC)C.C(=O)([O-])[O-].[Na+].[Na+], predict the reaction product. The product is: [CH:16]([S:17]([O:1][N:2]1[C:11](=[O:12])[CH:10]2[CH:5]([CH:6]3[CH2:13][CH:9]2[CH:8]=[CH:7]3)[C:3]1=[O:4])(=[O:19])=[O:18])=[CH2:15]. (3) Given the reactants [Cl:1][C:2]1[C:7]([C:8]([F:11])([F:10])[F:9])=[CH:6][CH:5]=[CH:4][C:3]=1[C:12]([N:14]1[CH2:19][CH2:18][C:17]2[C:20]([I:23])=[N:21][NH:22][C:16]=2[CH2:15]1)=[O:13].[O:24]1[CH:29]=[CH:28][CH2:27][CH2:26][CH2:25]1.C1(C)C=CC(S(O)(=O)=O)=CC=1, predict the reaction product. The product is: [Cl:1][C:2]1[C:7]([C:8]([F:11])([F:9])[F:10])=[CH:6][CH:5]=[CH:4][C:3]=1[C:12]([N:14]1[CH2:19][CH2:18][C:17]2[C:20]([I:23])=[N:21][N:22]([CH:25]3[CH2:26][CH2:27][CH2:28][CH2:29][O:24]3)[C:16]=2[CH2:15]1)=[O:13].[Cl:1][C:2]1[C:7]([C:8]([F:11])([F:9])[F:10])=[CH:6][CH:5]=[CH:4][C:3]=1[C:12]([N:14]1[CH2:19][CH2:18][C:17]2[CH:20]([I:23])[N:21]([CH:25]3[CH2:26][CH2:27][CH2:28][CH2:29][O:24]3)[NH:22][C:16]=2[CH2:15]1)=[O:13]. (4) The product is: [CH3:17][O:18][C:19]1[C:24]([C:2]2[C:3]([O:8][C:9]3[CH:15]=[CH:14][C:12]([NH2:13])=[CH:11][CH:10]=3)=[N:4][CH:5]=[CH:6][N:7]=2)=[CH:23][CH:22]=[CH:21][N:20]=1. Given the reactants Cl[C:2]1[C:3]([O:8][C:9]2[CH:15]=[CH:14][C:12]([NH2:13])=[CH:11][CH:10]=2)=[N:4][CH:5]=[CH:6][N:7]=1.O.[CH3:17][O:18][C:19]1[C:24](B2OC(C)(C)C(C)(C)O2)=[CH:23][CH:22]=[CH:21][N:20]=1.C(=O)([O-])[O-].[Na+].[Na+], predict the reaction product. (5) Given the reactants C([Li])CCC.CCCCCC.[S:12]1[C:16]2[CH:17]=[CH:18][CH:19]=[CH:20][C:15]=2[N:14]=[CH:13]1.[Cl:21][C:22]1[CH:23]=[C:24]2[C:28](=[CH:29][CH:30]=1)[NH:27][C:26](=[O:31])[C:25]2=[O:32].[Cl-].[NH4+], predict the reaction product. The product is: [S:12]1[C:16]2[CH:17]=[CH:18][CH:19]=[CH:20][C:15]=2[N:14]=[C:13]1[C:25]1([OH:32])[C:24]2[C:28](=[CH:29][CH:30]=[C:22]([Cl:21])[CH:23]=2)[NH:27][C:26]1=[O:31].